This data is from Full USPTO retrosynthesis dataset with 1.9M reactions from patents (1976-2016). The task is: Predict the reactants needed to synthesize the given product. (1) Given the product [CH2:1]([N:8]1[CH2:13][CH2:12][CH:11]([CH2:14][O:15][C:16]2[C:28]([CH:29]3[CH2:31][CH2:30]3)=[CH:27][C:19]([C:20]([NH:55][S:52]([CH3:51])(=[O:54])=[O:53])=[O:21])=[C:18]([F:32])[CH:17]=2)[CH2:10][CH2:9]1)[C:2]1[CH:7]=[CH:6][CH:5]=[CH:4][CH:3]=1, predict the reactants needed to synthesize it. The reactants are: [CH2:1]([N:8]1[CH2:13][CH2:12][CH:11]([CH2:14][O:15][C:16]2[C:28]([CH:29]3[CH2:31][CH2:30]3)=[CH:27][C:19]([C:20](OC(C)(C)C)=[O:21])=[C:18]([F:32])[CH:17]=2)[CH2:10][CH2:9]1)[C:2]1[CH:7]=[CH:6][CH:5]=[CH:4][CH:3]=1.FC(F)(F)C(O)=O.C(N=C=NCCCN(C)C)C.[CH3:51][S:52]([NH2:55])(=[O:54])=[O:53]. (2) Given the product [CH2:1]([O:8][CH2:9][CH2:10][O:11][C:12]1[C:13]([B:22]([OH:26])[OH:23])=[C:14]([CH:15]=[O:16])[C:17]([F:20])=[CH:18][CH:19]=1)[C:2]1[CH:7]=[CH:6][CH:5]=[CH:4][CH:3]=1, predict the reactants needed to synthesize it. The reactants are: [CH2:1]([O:8][CH2:9][CH2:10][O:11][C:12]1[C:13](Br)=[C:14]([C:17]([F:20])=[CH:18][CH:19]=1)[CH:15]=[O:16])[C:2]1[CH:7]=[CH:6][CH:5]=[CH:4][CH:3]=1.[B:22]1(B2OC(C)(C)C(C)(C)O2)[O:26]C(C)(C)C(C)(C)[O:23]1.CC([O-])=O.[K+].N#N.